From a dataset of Catalyst prediction with 721,799 reactions and 888 catalyst types from USPTO. Predict which catalyst facilitates the given reaction. (1) The catalyst class is: 22. Product: [F:34][C:35]1[CH:36]=[C:37]([NH:38][C:60](=[O:61])[CH2:59][N:53]2[CH:54]([CH2:56][CH2:57][CH3:58])[CH2:55][N:51]([C:48]3[CH:49]=[N:50][C:45]([O:44][CH3:43])=[CH:46][CH:47]=3)[C:52]2=[O:63])[CH:39]=[C:40]([F:42])[CH:41]=1. Reactant: C(N(CC)C(C)C)(C)C.CN(C(ON1N=NC2C=CC=NC1=2)=[N+](C)C)C.F[P-](F)(F)(F)(F)F.[F:34][C:35]1[CH:36]=[C:37]([CH:39]=[C:40]([F:42])[CH:41]=1)[NH2:38].[CH3:43][O:44][C:45]1[N:50]=[CH:49][C:48]([N:51]2[CH2:55][CH:54]([CH2:56][CH2:57][CH3:58])[N:53]([CH2:59][C:60](O)=[O:61])[C:52]2=[O:63])=[CH:47][CH:46]=1.C(=O)([O-])O.[Na+]. (2) Reactant: [CH2:1]([N:8]1[C:14](=O)[C:13]2[C:16]([F:21])=[CH:17][CH:18]=[C:19]([Br:20])[C:12]=2[O:11][CH2:10][CH2:9]1)[C:2]1[CH:7]=[CH:6][CH:5]=[CH:4][CH:3]=1.O1CCCC1.B.CO.[OH-].[Na+]. Product: [CH2:1]([N:8]1[CH2:14][C:13]2[C:16]([F:21])=[CH:17][CH:18]=[C:19]([Br:20])[C:12]=2[O:11][CH2:10][CH2:9]1)[C:2]1[CH:3]=[CH:4][CH:5]=[CH:6][CH:7]=1. The catalyst class is: 7. (3) Reactant: [NH2:1][C:2]1[C:11](=[O:12])[C:10]2[C:5](=[CH:6][C:7]([N:14]3[CH2:19][CH2:18][N:17]([CH3:20])[CH2:16][CH2:15]3)=[C:8]([F:13])[CH:9]=2)[N:4]([CH2:21][C:22]2[CH:27]=[CH:26][C:25]([Cl:28])=[CH:24][CH:23]=2)[CH:3]=1.C(N(CC)CC)C.[CH2:36]([S:43](Cl)(=[O:45])=[O:44])[C:37]1[CH:42]=[CH:41][CH:40]=[CH:39][CH:38]=1.O. Product: [Cl:28][C:25]1[CH:26]=[CH:27][C:22]([CH2:21][N:4]2[C:5]3[C:10](=[CH:9][C:8]([F:13])=[C:7]([N:14]4[CH2:19][CH2:18][N:17]([CH3:20])[CH2:16][CH2:15]4)[CH:6]=3)[C:11](=[O:12])[C:2]([NH:1][S:43]([CH2:36][C:37]3[CH:42]=[CH:41][CH:40]=[CH:39][CH:38]=3)(=[O:45])=[O:44])=[CH:3]2)=[CH:23][CH:24]=1. The catalyst class is: 2. (4) Reactant: [Cl:1][CH2:2][S:3][C:4]1[CH:9]=[CH:8][C:7]([CH3:10])=[CH:6][CH:5]=1.CO.C1C(=O)N(Br)C(=[O:16])C1. Product: [Cl:1][CH2:2][S:3]([C:4]1[CH:9]=[CH:8][C:7]([CH3:10])=[CH:6][CH:5]=1)=[O:16]. The catalyst class is: 6. (5) Reactant: Br[C:2]1[CH:7]=[CH:6][C:5]([CH2:8][OH:9])=[C:4]([F:10])[CH:3]=1.[CH3:11][N:12](C=O)C. Product: [F:10][C:4]1[CH:3]=[C:2]([CH:7]=[CH:6][C:5]=1[CH2:8][OH:9])[C:11]#[N:12]. The catalyst class is: 380.